Regression. Given two drug SMILES strings and cell line genomic features, predict the synergy score measuring deviation from expected non-interaction effect. From a dataset of NCI-60 drug combinations with 297,098 pairs across 59 cell lines. Drug 1: C1=CC(=CC=C1CCC2=CNC3=C2C(=O)NC(=N3)N)C(=O)NC(CCC(=O)O)C(=O)O. Drug 2: CS(=O)(=O)CCNCC1=CC=C(O1)C2=CC3=C(C=C2)N=CN=C3NC4=CC(=C(C=C4)OCC5=CC(=CC=C5)F)Cl. Cell line: IGROV1. Synergy scores: CSS=34.8, Synergy_ZIP=-5.46, Synergy_Bliss=-4.16, Synergy_Loewe=-6.01, Synergy_HSA=-0.531.